This data is from Forward reaction prediction with 1.9M reactions from USPTO patents (1976-2016). The task is: Predict the product of the given reaction. The product is: [Br:1][C:2]1[CH:3]=[C:4]([N+:9]([O-:11])=[O:10])[C:5](/[CH:8]=[CH:12]/[N:13]([CH3:15])[CH3:14])=[N:6][CH:7]=1. Given the reactants [Br:1][C:2]1[CH:3]=[C:4]([N+:9]([O-:11])=[O:10])[C:5]([CH3:8])=[N:6][CH:7]=1.[CH3:12][N:13]([CH:15]=O)[CH3:14], predict the reaction product.